Dataset: Forward reaction prediction with 1.9M reactions from USPTO patents (1976-2016). Task: Predict the product of the given reaction. Given the reactants Br[C:2]1[C:8]([N+:9]([O-:11])=[O:10])=[CH:7][C:5]([NH2:6])=[C:4]([O:12][CH3:13])[CH:3]=1.[CH3:14][N:15]1[CH2:20][CH:19]=[C:18](B2OC(C)(C)C(C)(C)O2)[CH2:17][CH2:16]1.C([O-])([O-])=O.[K+].[K+], predict the reaction product. The product is: [CH3:13][O:12][C:4]1[CH:3]=[C:2]([C:18]2[CH2:19][CH2:20][N:15]([CH3:14])[CH2:16][CH:17]=2)[C:8]([N+:9]([O-:11])=[O:10])=[CH:7][C:5]=1[NH2:6].